This data is from NCI-60 drug combinations with 297,098 pairs across 59 cell lines. The task is: Regression. Given two drug SMILES strings and cell line genomic features, predict the synergy score measuring deviation from expected non-interaction effect. (1) Drug 1: C1=NC2=C(N1)C(=S)N=C(N2)N. Drug 2: CC12CCC3C(C1CCC2O)C(CC4=C3C=CC(=C4)O)CCCCCCCCCS(=O)CCCC(C(F)(F)F)(F)F. Cell line: IGROV1. Synergy scores: CSS=25.9, Synergy_ZIP=0.902, Synergy_Bliss=0.853, Synergy_Loewe=-2.13, Synergy_HSA=0.853. (2) Drug 1: C1CN1P(=S)(N2CC2)N3CC3. Drug 2: C(CC(=O)O)C(=O)CN.Cl. Cell line: RXF 393. Synergy scores: CSS=-2.49, Synergy_ZIP=-0.100, Synergy_Bliss=-1.87, Synergy_Loewe=-3.72, Synergy_HSA=-3.87. (3) Drug 1: CC1C(C(=O)NC(C(=O)N2CCCC2C(=O)N(CC(=O)N(C(C(=O)O1)C(C)C)C)C)C(C)C)NC(=O)C3=C4C(=C(C=C3)C)OC5=C(C(=O)C(=C(C5=N4)C(=O)NC6C(OC(=O)C(N(C(=O)CN(C(=O)C7CCCN7C(=O)C(NC6=O)C(C)C)C)C)C(C)C)C)N)C. Drug 2: CCC(=C(C1=CC=CC=C1)C2=CC=C(C=C2)OCCN(C)C)C3=CC=CC=C3.C(C(=O)O)C(CC(=O)O)(C(=O)O)O. Cell line: OVCAR-4. Synergy scores: CSS=23.3, Synergy_ZIP=8.45, Synergy_Bliss=9.10, Synergy_Loewe=7.24, Synergy_HSA=6.72. (4) Drug 1: C1=CC(=CC=C1CC(C(=O)O)N)N(CCCl)CCCl.Cl. Drug 2: C(CN)CNCCSP(=O)(O)O. Cell line: OVCAR-4. Synergy scores: CSS=-1.38, Synergy_ZIP=0.857, Synergy_Bliss=0.730, Synergy_Loewe=-1.54, Synergy_HSA=-1.37. (5) Drug 1: CC1OCC2C(O1)C(C(C(O2)OC3C4COC(=O)C4C(C5=CC6=C(C=C35)OCO6)C7=CC(=C(C(=C7)OC)O)OC)O)O. Drug 2: CCCCC(=O)OCC(=O)C1(CC(C2=C(C1)C(=C3C(=C2O)C(=O)C4=C(C3=O)C=CC=C4OC)O)OC5CC(C(C(O5)C)O)NC(=O)C(F)(F)F)O. Cell line: TK-10. Synergy scores: CSS=24.5, Synergy_ZIP=-3.45, Synergy_Bliss=-2.98, Synergy_Loewe=-3.50, Synergy_HSA=-1.60. (6) Drug 1: C1CCC(C1)C(CC#N)N2C=C(C=N2)C3=C4C=CNC4=NC=N3. Drug 2: CC(C)(C#N)C1=CC(=CC(=C1)CN2C=NC=N2)C(C)(C)C#N. Cell line: M14. Synergy scores: CSS=-12.9, Synergy_ZIP=6.43, Synergy_Bliss=4.02, Synergy_Loewe=-4.53, Synergy_HSA=-5.82.